From a dataset of Full USPTO retrosynthesis dataset with 1.9M reactions from patents (1976-2016). Predict the reactants needed to synthesize the given product. Given the product [CH2:14]([O:21][C:22]1[CH:23]=[C:24]([CH:28]=[C:29]([O:39][CH2:40][C:41]2[CH:46]=[CH:45][CH:44]=[CH:43][CH:42]=2)[C:30]=1[O:31][CH2:32][C:33]1[CH:34]=[CH:35][CH:36]=[CH:37][CH:38]=1)[C:25]([O:27][C:12]1[CH:13]=[CH:2][CH:3]=[C:4]([C:5]([O:7][CH2:8][CH:9]=[CH2:10])=[O:6])[CH:11]=1)=[O:26])[C:15]1[CH:16]=[CH:17][CH:18]=[CH:19][CH:20]=1, predict the reactants needed to synthesize it. The reactants are: O[C:2]1[CH:3]=[C:4]([CH:11]=[CH:12][CH:13]=1)[C:5]([O:7][CH2:8][CH:9]=[CH2:10])=[O:6].[CH2:14]([O:21][C:22]1[CH:23]=[C:24]([CH:28]=[C:29]([O:39][CH2:40][C:41]2[CH:46]=[CH:45][CH:44]=[CH:43][CH:42]=2)[C:30]=1[O:31][CH2:32][C:33]1[CH:38]=[CH:37][CH:36]=[CH:35][CH:34]=1)[C:25]([OH:27])=[O:26])[C:15]1[CH:20]=[CH:19][CH:18]=[CH:17][CH:16]=1.CCN=C=NCCCN(C)C.Cl.